From a dataset of TCR-epitope binding with 47,182 pairs between 192 epitopes and 23,139 TCRs. Binary Classification. Given a T-cell receptor sequence (or CDR3 region) and an epitope sequence, predict whether binding occurs between them. (1) The epitope is FLYNLLTRV. The TCR CDR3 sequence is CASSYSVGVNTEAFF. Result: 1 (the TCR binds to the epitope). (2) The TCR CDR3 sequence is CASSTIGTGGLEKLFF. The epitope is AVFDRKSDAK. Result: 1 (the TCR binds to the epitope). (3) The epitope is ISPRTLNAW. The TCR CDR3 sequence is CASSPMTDTQYF. Result: 0 (the TCR does not bind to the epitope). (4) The epitope is KLPDDFTGCV. The TCR CDR3 sequence is CASSQGTNQPQHF. Result: 0 (the TCR does not bind to the epitope). (5) The epitope is IVTDFSVIK. The TCR CDR3 sequence is CASSQERGLPNEKLFF. Result: 1 (the TCR binds to the epitope). (6) The epitope is ILGLPTQTV. Result: 1 (the TCR binds to the epitope). The TCR CDR3 sequence is CASSQEGTGYETQYF. (7) The epitope is FSKQLQQSM. The TCR CDR3 sequence is CASSQDRTRRYEQYF. Result: 0 (the TCR does not bind to the epitope).